This data is from Catalyst prediction with 721,799 reactions and 888 catalyst types from USPTO. The task is: Predict which catalyst facilitates the given reaction. (1) Reactant: [C:1]([NH:4][C:5]1[CH:10]=[CH:9][C:8]([C:11]2[N:12]=[C:13]3[C:19]4[CH:20]=[CH:21][CH:22]=[CH:23][C:18]=4[NH:17][C:16]4[N:24]=[CH:25][CH:26]=[CH:27][C:15]=4[N:14]3[C:28]=2[C:29]2[CH:34]=[CH:33][C:32]([C:35]3([NH:39]C(=O)OC(C)(C)C)[CH2:38][CH2:37][CH2:36]3)=[CH:31][CH:30]=2)=[CH:7][CH:6]=1)(=[O:3])[CH3:2].[ClH:47].O1CCOCC1. Product: [ClH:47].[ClH:47].[ClH:47].[NH2:39][C:35]1([C:32]2[CH:33]=[CH:34][C:29]([C:28]3[N:14]4[C:15]5[CH:27]=[CH:26][CH:25]=[N:24][C:16]=5[NH:17][C:18]5[CH:23]=[CH:22][CH:21]=[CH:20][C:19]=5[C:13]4=[N:12][C:11]=3[C:8]3[CH:7]=[CH:6][C:5]([NH:4][C:1](=[O:3])[CH3:2])=[CH:10][CH:9]=3)=[CH:30][CH:31]=2)[CH2:38][CH2:37][CH2:36]1. The catalyst class is: 2. (2) Reactant: [BH4-].[Na+].[Cl:3][C:4]1[C:13]2[C:8](=[CH:9][C:10]([O:14][CH3:15])=[CH:11][CH:12]=2)[CH:7]=[CH:6][C:5]=1[CH:16]=[O:17].O. Product: [Cl:3][C:4]1[C:13]2[C:8](=[CH:9][C:10]([O:14][CH3:15])=[CH:11][CH:12]=2)[CH:7]=[CH:6][C:5]=1[CH2:16][OH:17]. The catalyst class is: 5. (3) Reactant: N1C=CC=CC=1C1C=CC=CN=1.Cl[C:14]1[C:15]([C:23]([OH:25])=[O:24])=[N:16][C:17]([Cl:22])=[C:18]([Cl:21])[C:19]=1[Cl:20]. Product: [Cl:20][C:19]1[C:18]([Cl:21])=[C:17]([Cl:22])[N:16]=[C:15]([C:23]([OH:25])=[O:24])[CH:14]=1. The catalyst class is: 401.